From a dataset of NCI-60 drug combinations with 297,098 pairs across 59 cell lines. Regression. Given two drug SMILES strings and cell line genomic features, predict the synergy score measuring deviation from expected non-interaction effect. Drug 1: CC(CN1CC(=O)NC(=O)C1)N2CC(=O)NC(=O)C2. Drug 2: CS(=O)(=O)OCCCCOS(=O)(=O)C. Cell line: K-562. Synergy scores: CSS=32.6, Synergy_ZIP=-0.816, Synergy_Bliss=6.38, Synergy_Loewe=3.93, Synergy_HSA=4.87.